Dataset: Reaction yield outcomes from USPTO patents with 853,638 reactions. Task: Predict the reaction yield, written as a fraction of the theoretical maximum amount of product (1.0 means a 100% yield; for example, 0.34 means a 34% yield). The reactants are O=[C:2]1[C:11]2[C:6](=[CH:7][CH:8]=[CH:9][CH:10]=2)[N:5]=[C:4]([C:12]([O:14][CH2:15][CH3:16])=[O:13])[NH:3]1.S(Cl)([Cl:19])=O. The catalyst is CN(C)C=O.C(Cl)(Cl)Cl. The product is [Cl:19][C:2]1[C:11]2[C:6](=[CH:7][CH:8]=[CH:9][CH:10]=2)[N:5]=[C:4]([C:12]([O:14][CH2:15][CH3:16])=[O:13])[N:3]=1. The yield is 0.920.